From a dataset of Retrosynthesis with 50K atom-mapped reactions and 10 reaction types from USPTO. Predict the reactants needed to synthesize the given product. (1) Given the product Cc1nc(Cl)cc(N2CCN(CCO)CC2)n1, predict the reactants needed to synthesize it. The reactants are: Cc1nc(Cl)cc(Cl)n1.OCCN1CCNCC1. (2) Given the product C#CCOCC1CCCC1, predict the reactants needed to synthesize it. The reactants are: C#CCBr.OCC1CCCC1.